This data is from Full USPTO retrosynthesis dataset with 1.9M reactions from patents (1976-2016). The task is: Predict the reactants needed to synthesize the given product. (1) Given the product [CH3:49][O:50][C:51]1[CH:60]=[C:59]2[C:54]([CH2:55][CH2:56][C:57](=[O:77])[N:58]2[CH2:61][CH2:62][N:63]2[CH2:64][CH2:65][CH:66]([NH:69][C:70](=[O:76])[O:71][C:72]([CH3:73])([CH3:75])[CH3:74])[CH2:67][CH2:68]2)=[CH:53][CH:52]=1, predict the reactants needed to synthesize it. The reactants are: COC1C=C2C(CCC(=O)N2)=CC=1.[H-].[Na+].FC1C=C2C(C=CC(=O)N2CCN2CCC(NCC3C=CC4OCC(=O)NC=4N=3)CC2)=CC=1.[CH3:49][O:50][C:51]1[CH:60]=[C:59]2[C:54]([CH:55]=[CH:56][C:57](=[O:77])[N:58]2[CH2:61][CH2:62][N:63]2[CH2:68][CH2:67][CH:66]([NH:69][C:70](=[O:76])[O:71][C:72]([CH3:75])([CH3:74])[CH3:73])[CH2:65][CH2:64]2)=[CH:53][CH:52]=1. (2) Given the product [ClH:27].[NH2:13][C:6]1[C:7]2[C:12](=[CH:11][CH:10]=[CH:9][CH:8]=2)[N:4]([C:1](=[O:3])[CH3:2])[CH:5]=1, predict the reactants needed to synthesize it. The reactants are: [C:1]([N:4]1[C:12]2[C:7](=[CH:8][CH:9]=[CH:10][CH:11]=2)[C:6]([NH:13]C(=O)OC(C)(C)C)=[CH:5]1)(=[O:3])[CH3:2].O1CCOCC1.[ClH:27]. (3) The reactants are: [NH2:1][C:2]1[C:7]([C:8]([O:10][CH2:11][CH3:12])=[O:9])=[CH:6][N:5]=[C:4](Cl)[CH:3]=1.[NH:14]1[CH2:19][CH2:18][O:17][CH2:16][CH2:15]1. Given the product [NH2:1][C:2]1[C:7]([C:8]([O:10][CH2:11][CH3:12])=[O:9])=[CH:6][N:5]=[C:4]([N:14]2[CH2:19][CH2:18][O:17][CH2:16][CH2:15]2)[CH:3]=1, predict the reactants needed to synthesize it. (4) Given the product [NH:28]1[CH:27]=[C:26]([C:22]2[CH:21]=[C:20]3[C:25](=[CH:24][CH:23]=2)[N:17]([CH2:16][CH:13]2[CH2:14][CH2:15][N:11]([C:9]([NH:8][CH2:1][C:2]4[CH:3]=[CH:4][CH:5]=[CH:6][CH:7]=4)=[O:10])[CH2:12]2)[CH2:18][CH2:19]3)[CH:30]=[N:29]1, predict the reactants needed to synthesize it. The reactants are: [CH2:1]([NH:8][C:9]([N:11]1[CH2:15][CH2:14][CH:13]([CH2:16][N:17]2[C:25]3[C:20](=[CH:21][C:22]([C:26]4[CH:27]=[N:28][N:29](C5CCCCO5)[CH:30]=4)=[CH:23][CH:24]=3)[CH:19]=[CH:18]2)[CH2:12]1)=[O:10])[C:2]1[CH:7]=[CH:6][CH:5]=[CH:4][CH:3]=1.[BH3-]C#N.[Na+].Cl.CO.ClCCl. (5) Given the product [CH2:22]([NH:29][C:8]1[C:9]([CH3:21])=[C:10]([CH3:20])[C:11]2[O:15][C:14]([CH3:17])([CH3:16])[C:13](=[O:18])[C:12]=2[CH:19]=1)[C:23]1[CH:28]=[CH:27][CH:26]=[CH:25][CH:24]=1, predict the reactants needed to synthesize it. The reactants are: CC(C)([O-])C.[Na+].Br[C:8]1[C:9]([CH3:21])=[C:10]([CH3:20])[C:11]2[O:15][C:14]([CH3:17])([CH3:16])[C:13](=[O:18])[C:12]=2[CH:19]=1.[CH2:22]([NH2:29])[C:23]1[CH:28]=[CH:27][CH:26]=[CH:25][CH:24]=1.C1C=CC(P(C2C(C3C(P(C4C=CC=CC=4)C4C=CC=CC=4)=CC=C4C=3C=CC=C4)=C3C(C=CC=C3)=CC=2)C2C=CC=CC=2)=CC=1. (6) Given the product [OH:2][CH2:1][C:3]1[C:8]([CH:9]([CH3:11])[CH3:10])=[CH:7][C:6]([C:12]([F:14])([F:13])[F:15])=[CH:5][C:4]=1[C:16]1[CH:17]=[CH:18][C:19]([C:22]([NH:24][CH2:25][CH2:26][C:27]([O:29][CH2:30][CH3:31])=[O:28])=[O:23])=[N:20][CH:21]=1, predict the reactants needed to synthesize it. The reactants are: [CH:1]([C:3]1[C:8]([C:9]([CH3:11])=[CH2:10])=[CH:7][C:6]([C:12]([F:15])([F:14])[F:13])=[CH:5][C:4]=1[C:16]1[CH:17]=[CH:18][C:19]([C:22]([NH:24][CH2:25][CH2:26][C:27]([O:29][CH2:30][CH3:31])=[O:28])=[O:23])=[N:20][CH:21]=1)=[O:2].